From a dataset of Reaction yield outcomes from USPTO patents with 853,638 reactions. Predict the reaction yield, written as a fraction of the theoretical maximum amount of product (1.0 means a 100% yield; for example, 0.34 means a 34% yield). (1) No catalyst specified. The reactants are [C:18]1(P([C:14]2[CH:19]=[CH:18][CH:17]=[CH:16]C=2)[C:18]2[CH:19]=[CH:14]C=[CH:16][CH:17]=2)[CH:19]=[CH:14]C=[CH:16][CH:17]=1.CC(O[C:24](/[N:26]=[N:27]/[C:28](OC(C)C)=O)=O)C.[C:34]([N:41]1[CH2:46][CH2:45][CH:44](O)[CH2:43][CH2:42]1)([O:36][C:37]([CH3:40])([CH3:39])[CH3:38])=[O:35].[CH2:48]([Cl:50])Cl. The product is [C:37]([O:36][C:34]([N:41]1[CH2:46][CH2:45][CH:44]([N:26]2[C:24]3[CH:45]=[CH:46][N:41]=[CH:42][C:43]=3[C:28]([C:18]3[CH:17]=[CH:16][C:48]([Cl:50])=[CH:14][CH:19]=3)=[N:27]2)[CH2:43][CH2:42]1)=[O:35])([CH3:40])([CH3:39])[CH3:38]. The yield is 0.222. (2) The reactants are [Br:1][C:2]1[CH:8]=[CH:7][C:5]([NH2:6])=[CH:4][CH:3]=1.C(O[CH:12]=[C:13]([C:19]([O:21][CH2:22][CH3:23])=[O:20])[C:14]([O:16][CH2:17][CH3:18])=[O:15])C. The catalyst is C(O)C. The product is [Br:1][C:2]1[CH:8]=[CH:7][C:5]([NH:6][CH:12]=[C:13]([C:14]([O:16][CH2:17][CH3:18])=[O:15])[C:19]([O:21][CH2:22][CH3:23])=[O:20])=[CH:4][CH:3]=1. The yield is 0.860.